From a dataset of Catalyst prediction with 721,799 reactions and 888 catalyst types from USPTO. Predict which catalyst facilitates the given reaction. (1) Reactant: CC(C)([O-])C.[K+].[CH3:7][CH:8]([C:14](=O)[CH3:15])[C:9](OCC)=[O:10].[NH2:17][C:18]([NH2:20])=[S:19]. Product: [CH3:7][C:8]1[C:9](=[O:10])[NH:17][C:18](=[S:19])[NH:20][C:14]=1[CH3:15]. The catalyst class is: 214. (2) Reactant: [Cl:1][C:2]1[CH:21]=[CH:20][C:5]([O:6][C:7]2[CH:19]=[CH:18][C:10]([O:11][CH2:12][C@H:13]3[CH2:17][CH2:16][CH2:15][NH:14]3)=[CH:9][CH:8]=2)=[CH:4][CH:3]=1.C(N(CC)CC)C.Br[CH2:30][C:31]([O:33][C:34]([CH3:37])([CH3:36])[CH3:35])=[O:32].O.ClCCl. Product: [C:34]([O:33][C:31](=[O:32])[CH2:30][N:14]1[CH2:15][CH2:16][CH2:17][C@@H:13]1[CH2:12][O:11][C:10]1[CH:18]=[CH:19][C:7]([O:6][C:5]2[CH:20]=[CH:21][C:2]([Cl:1])=[CH:3][CH:4]=2)=[CH:8][CH:9]=1)([CH3:37])([CH3:36])[CH3:35]. The catalyst class is: 4. (3) Reactant: C([Li])CCC.Br[C:7]1[CH:12]=[CH:11][CH:10]=[C:9]([O:13][CH2:14][CH2:15][CH2:16][O:17][CH3:18])[CH:8]=1.[B:19](OC(C)C)([O:24]C(C)C)[O:20]C(C)C.Cl. Product: [CH3:18][O:17][CH2:16][CH2:15][CH2:14][O:13][C:9]1[CH:8]=[C:7]([B:19]([OH:24])[OH:20])[CH:12]=[CH:11][CH:10]=1. The catalyst class is: 7. (4) Reactant: C([O:5][C:6](=[O:26])[CH2:7][CH2:8][N:9]([CH2:11][CH2:12][CH:13]1[C:25]2[CH:24]=[CH:23][CH:22]=[CH:21][C:20]=2[C:19]2[C:14]1=[CH:15][CH:16]=[CH:17][CH:18]=2)[CH3:10])(C)(C)C.FC(F)(F)C(O)=O.C([O-])(O)=O.[Na+]. Product: [CH:15]1[C:14]2[CH:13]([CH2:12][CH2:11][N:9]([CH3:10])[CH2:8][CH2:7][C:6]([OH:26])=[O:5])[C:25]3[C:20](=[CH:21][CH:22]=[CH:23][CH:24]=3)[C:19]=2[CH:18]=[CH:17][CH:16]=1. The catalyst class is: 4. (5) The catalyst class is: 3. Product: [Br:1][C:2]1[CH:11]=[C:10]([F:12])[C:5]2[N:6]=[CH:7][S:8][C:4]=2[CH:3]=1. Reactant: [Br:1][C:2]1[CH:11]=[C:10]([F:12])[C:5]2[N:6]=[C:7](N)[S:8][C:4]=2[CH:3]=1.N(OCCC(C)C)=O. (6) Reactant: Br[C:2]1[CH:7]=[CH:6][C:5]([Cl:8])=[C:4]([Cl:9])[CH:3]=1.[Li]CCCC.[F:15][C:16]([F:23])([CH3:22])[C:17](OCC)=[O:18]. Product: [Cl:9][C:4]1[CH:3]=[C:2]([C:17](=[O:18])[C:16]([F:23])([F:15])[CH3:22])[CH:7]=[CH:6][C:5]=1[Cl:8]. The catalyst class is: 28.